From a dataset of Catalyst prediction with 721,799 reactions and 888 catalyst types from USPTO. Predict which catalyst facilitates the given reaction. (1) Reactant: [H-].[Na+].[NH:3]1[C:11]2[C:6](=[CH:7][CH:8]=[CH:9][CH:10]=2)[CH:5]=[C:4]1[C:12]([O:14][CH2:15][CH3:16])=[O:13].[CH3:17]I. Product: [CH3:17][N:3]1[C:11]2[C:6](=[CH:7][CH:8]=[CH:9][CH:10]=2)[CH:5]=[C:4]1[C:12]([O:14][CH2:15][CH3:16])=[O:13]. The catalyst class is: 3. (2) Reactant: [CH3:1][C:2]1([CH3:25])[CH2:11][CH2:10][C:9]([CH3:13])([CH3:12])[C:8]2[CH:7]=[C:6]([C:14]3[O:18][C:17]([CH:19]4[CH2:24][CH2:23][NH:22][CH2:21][CH2:20]4)=[N:16][N:15]=3)[CH:5]=[CH:4][C:3]1=2.C([O:29][CH2:30][CH2:31][CH2:32][CH2:33]Br)(=O)C.[OH-].[Na+]. Product: [CH3:1][C:2]1([CH3:25])[CH2:11][CH2:10][C:9]([CH3:12])([CH3:13])[C:8]2[CH:7]=[C:6]([C:14]3[O:18][C:17]([CH:19]4[CH2:24][CH2:23][N:22]([CH2:33][CH2:32][CH2:31][CH2:30][OH:29])[CH2:21][CH2:20]4)=[N:16][N:15]=3)[CH:5]=[CH:4][C:3]1=2. The catalyst class is: 5.